Dataset: Full USPTO retrosynthesis dataset with 1.9M reactions from patents (1976-2016). Task: Predict the reactants needed to synthesize the given product. (1) Given the product [ClH:30].[CH2:1]([O:8][C:9]1[CH:14]=[CH:13][N:12]([C:15]2[N:20]=[C:19]3[N:21]([CH3:28])[C:22]4[CH2:27][CH2:26][NH:25][CH2:24][C:23]=4[C:18]3=[CH:17][CH:16]=2)[C:11](=[O:29])[CH:10]=1)[C:2]1[CH:3]=[CH:4][CH:5]=[CH:6][CH:7]=1, predict the reactants needed to synthesize it. The reactants are: [CH2:1]([O:8][C:9]1[CH:14]=[CH:13][N:12]([C:15]2[N:20]=[C:19]3[N:21]([CH3:28])[C:22]4[CH2:27][CH2:26][NH:25][CH2:24][C:23]=4[C:18]3=[CH:17][CH:16]=2)[C:11](=[O:29])[CH:10]=1)[C:2]1[CH:7]=[CH:6][CH:5]=[CH:4][CH:3]=1.[ClH:30]. (2) Given the product [N:26]([C:11]1([CH:10]=[CH:9][P:4](=[O:3])([OH:8])[OH:5])[CH:15]([OH:16])[CH:14]([OH:17])[CH:13]([N:18]2[CH:23]=[CH:22][C:21](=[O:24])[NH:20][C:19]2=[O:25])[O:12]1)=[N+:27]=[N-:28], predict the reactants needed to synthesize it. The reactants are: C([O:3][P:4]([CH:9]=[CH:10][C:11]1([N:26]=[N+:27]=[N-:28])[CH:15]([OH:16])[CH:14]([OH:17])[CH:13]([N:18]2[CH:23]=[CH:22][C:21](=[O:24])[NH:20][C:19]2=[O:25])[O:12]1)(=[O:8])[O:5]CC)C.N1C(C)=CC=CC=1C.C[Si](Br)(C)C.